Dataset: Full USPTO retrosynthesis dataset with 1.9M reactions from patents (1976-2016). Task: Predict the reactants needed to synthesize the given product. (1) Given the product [CH2:32]([C:31]1[N:34]=[C:26]([CH:11]2[CH2:12][CH:13]([C:15]3[CH:16]=[CH:17][C:18]([O:21][C:22]([F:24])([F:25])[F:23])=[CH:19][CH:20]=3)[CH2:14][N:9]([C:7]([N:4]3[CH2:5][CH2:6][CH:2]([OH:1])[CH2:3]3)=[O:8])[CH2:10]2)[O:28][N:30]=1)[CH3:33], predict the reactants needed to synthesize it. The reactants are: [OH:1][CH:2]1[CH2:6][CH2:5][N:4]([C:7]([N:9]2[CH2:14][CH:13]([C:15]3[CH:20]=[CH:19][C:18]([O:21][C:22]([F:25])([F:24])[F:23])=[CH:17][CH:16]=3)[CH2:12][CH:11]([C:26]([OH:28])=O)[CH2:10]2)=[O:8])[CH2:3]1.O[N:30]=[C:31]([NH2:34])[CH2:32][CH3:33]. (2) Given the product [ClH:13].[ClH:1].[Cl:13][C:14]([O:12][CH2:11][CH2:10][CH2:9][N:6]1[CH2:7][CH2:8][N:3]([CH3:2])[CH2:4][CH2:5]1)=[O:15], predict the reactants needed to synthesize it. The reactants are: [ClH:1].[CH3:2][N:3]1[CH2:8][CH2:7][N:6]([CH2:9][CH2:10][CH2:11][OH:12])[CH2:5][CH2:4]1.[Cl:13][C:14](OC(Cl)(Cl)Cl)=[O:15]. (3) Given the product [Br-:10].[C:18]([CH2:17][O:16][C:15]1[CH:21]=[CH:22][C:12]([CH2:11][N:3]2[C:2]([Cl:1])=[C:6]([Cl:7])[N+:5]([CH2:24][CH2:25][C:26]3[C:35]4[C:30](=[CH:31][CH:32]=[CH:33][CH:34]=4)[CH:29]=[CH:28][CH:27]=3)=[CH:4]2)=[CH:13][CH:14]=1)([OH:20])=[O:19], predict the reactants needed to synthesize it. The reactants are: [Cl:1][C:2]1[N:3]=[CH:4][NH:5][C:6]=1[Cl:7].[OH-].[K+].[Br:10][CH2:11][C:12]1[CH:22]=[CH:21][C:15]([O:16][CH2:17][C:18]([OH:20])=[O:19])=[CH:14][CH:13]=1.Br[CH2:24][CH2:25][C:26]1[C:35]2[C:30](=[CH:31][CH:32]=[CH:33][CH:34]=2)[CH:29]=[CH:28][CH:27]=1.Br. (4) Given the product [F:1][C:2]1[CH:3]=[N:4][C:5]([O:11][CH3:12])=[C:6]([CH:10]=1)[C:7]([N:20]([O:25][CH3:26])[CH3:24])=[O:9], predict the reactants needed to synthesize it. The reactants are: [F:1][C:2]1[CH:3]=[N:4][C:5]([O:11][CH3:12])=[C:6]([CH:10]=1)[C:7]([OH:9])=O.C([N:20]1[CH:24]=CN=C1)(N1C=CN=C1)=O.[O:25]1CCC[CH2:26]1. (5) Given the product [C:40]([C:36]1[S:35][C:34]([NH:33][C:32]([NH:1][C@@H:2]2[C@@H:3]([C:9]([N:11]3[CH2:16][CH2:15][CH2:14][C@@H:13]([CH2:17][C:18]4[CH:23]=[CH:22][C:21]([F:24])=[CH:20][CH:19]=4)[CH2:12]3)=[O:10])[CH2:4][S:5](=[O:7])(=[O:8])[CH2:6]2)=[O:31])=[N:38][C:37]=1[CH3:39])(=[O:42])[CH3:41], predict the reactants needed to synthesize it. The reactants are: [NH2:1][C@@H:2]1[CH2:6][S:5](=[O:8])(=[O:7])[CH2:4][C@H:3]1[C:9]([N:11]1[CH2:16][CH2:15][CH2:14][C@@H:13]([CH2:17][C:18]2[CH:23]=[CH:22][C:21]([F:24])=[CH:20][CH:19]=2)[CH2:12]1)=[O:10].C1([O:31][C:32](=O)[NH:33][C:34]2[S:35][C:36]([C:40](=[O:42])[CH3:41])=[C:37]([CH3:39])[N:38]=2)C=CC=CC=1.C(N(CC)CC)C. (6) The reactants are: Br[C:2]1[CH:3]=[CH:4][C:5]2[O:24][CH2:23][C:8]3([C:16]4[C:11](=[CH:12][CH:13]=[CH:14][CH:15]=4)[N:10]([CH2:17][CH2:18][CH2:19][CH2:20][CH3:21])[C:9]3=[O:22])[C:6]=2[CH:7]=1.Br[C:26]1[CH:31]=[CH:30][C:29]2C3(C[O:48][C:28]=2[CH:27]=1)C1C(=CC=CC=1)N(CCCCC)C3=O. Given the product [CH2:17]([N:10]1[C:11]2[C:16](=[CH:15][CH:14]=[CH:13][CH:12]=2)[C:8]2([C:6]3[CH:7]=[C:2]([O:48][C:28]4[CH:29]=[CH:30][CH:31]=[CH:26][CH:27]=4)[CH:3]=[CH:4][C:5]=3[O:24][CH2:23]2)[C:9]1=[O:22])[CH2:18][CH2:19][CH2:20][CH3:21], predict the reactants needed to synthesize it. (7) Given the product [F:14][C:2]([F:1])([C:7]1[CH:12]=[CH:11][C:10]([F:13])=[CH:9][CH:8]=1)[CH:3]([O:5][CH3:6])[OH:4], predict the reactants needed to synthesize it. The reactants are: [F:1][C:2]([F:14])([C:7]1[CH:12]=[CH:11][C:10]([F:13])=[CH:9][CH:8]=1)[C:3]([O:5][CH3:6])=[O:4].[BH4-].[Na+]. (8) Given the product [C:36]([C:38]1[CH:43]=[CH:42][C:41]([O:44][CH2:1][CH2:2][N:28]2[CH:29]=[CH:30][N:31]=[C:26]([N:23]3[CH2:22][CH2:21][N:20]([C:18]([O:17][C:13]([CH3:16])([CH3:15])[CH3:14])=[O:19])[CH2:25][CH2:24]3)[C:27]2=[O:32])=[CH:40][CH:39]=1)#[N:37], predict the reactants needed to synthesize it. The reactants are: [CH3:1][CH2:2]OC(/N=N/C(OCC)=O)=O.[C:13]([O:17][C:18]([N:20]1[CH2:25][CH2:24][N:23]([C:26]2[C:27]([O:32]CCO)=[N:28][CH:29]=[CH:30][N:31]=2)[CH2:22][CH2:21]1)=[O:19])([CH3:16])([CH3:15])[CH3:14].[C:36]([C:38]1[CH:43]=[CH:42][C:41]([OH:44])=[CH:40][CH:39]=1)#[N:37].C1(P(C2C=CC=CC=2)C2C=CC=CC=2)C=CC=CC=1.